Dataset: Forward reaction prediction with 1.9M reactions from USPTO patents (1976-2016). Task: Predict the product of the given reaction. (1) The product is: [C:1]([Si:5]([C:14]1[CH:19]=[CH:18][CH:17]=[CH:16][CH:15]=1)([C:20]1[CH:25]=[CH:24][CH:23]=[CH:22][CH:21]=1)[O:6][CH2:7][C@H:8]([CH3:13])[C:9]([OH:11])=[O:10])([CH3:2])([CH3:3])[CH3:4]. Given the reactants [C:1]([Si:5]([C:20]1[CH:25]=[CH:24][CH:23]=[CH:22][CH:21]=1)([C:14]1[CH:19]=[CH:18][CH:17]=[CH:16][CH:15]=1)[O:6][CH2:7][C@H:8]([CH3:13])[C:9]([O:11]C)=[O:10])([CH3:4])([CH3:3])[CH3:2].[OH-].[Na+], predict the reaction product. (2) The product is: [F:3][C:4]1[CH:13]=[CH:12][CH:11]=[C:10]2[C:5]=1[CH:6]=[CH:7][C:8]([O:16][CH3:17])=[C:9]2[CH2:14][OH:15]. Given the reactants [BH4-].[Na+].[F:3][C:4]1[CH:13]=[CH:12][CH:11]=[C:10]2[C:5]=1[CH:6]=[CH:7][C:8]([O:16][CH3:17])=[C:9]2[CH:14]=[O:15], predict the reaction product. (3) Given the reactants [Cl:1][C:2]1[CH:3]=[CH:4][C:5]2[N:6]([N:8]=[C:9]([N:11]([C:17]3[CH:22]=[CH:21][C:20]([S:23]([CH3:26])(=[O:25])=[O:24])=[CH:19][C:18]=3[O:27][CH3:28])[C:12](=[O:16])[O:13][CH2:14]Cl)[N:10]=2)[CH:7]=1.[P:29]([O-:41])([O:36][C:37]([CH3:40])([CH3:39])[CH3:38])([O:31][C:32]([CH3:35])([CH3:34])[CH3:33])=[O:30].[K+].O, predict the reaction product. The product is: [Cl:1][C:2]1[CH:3]=[CH:4][C:5]2[N:6]([N:8]=[C:9]([N:11]([C:17]3[CH:22]=[CH:21][C:20]([S:23]([CH3:26])(=[O:24])=[O:25])=[CH:19][C:18]=3[O:27][CH3:28])[C:12](=[O:16])[O:13][CH2:14][O:41][P:29]([O:31][C:32]([CH3:35])([CH3:34])[CH3:33])([O:36][C:37]([CH3:38])([CH3:39])[CH3:40])=[O:30])[N:10]=2)[CH:7]=1.